Predict which catalyst facilitates the given reaction. From a dataset of Catalyst prediction with 721,799 reactions and 888 catalyst types from USPTO. (1) Reactant: [CH3:1][NH:2][C:3]([C:5]1[C:6]([C:13]2[CH:18]=[CH:17][CH:16]=[CH:15][CH:14]=2)=[N:7][O:8][C:9]=1[C:10]([OH:12])=O)=[O:4].O/[N:20]=[C:21](/[C:23]1[CH:40]=[CH:39][C:26]([CH2:27][N:28]2[CH2:31][CH:30]([C:32]([O:34][C:35]([CH3:38])([CH3:37])[CH3:36])=[O:33])[CH2:29]2)=[CH:25][CH:24]=1)\[NH2:22].C1C=CC2N(O)N=NC=2C=1.C(Cl)CCl.C(N(C(C)C)CC)(C)C. Product: [CH3:1][NH:2][C:3]([C:5]1[C:6]([C:13]2[CH:18]=[CH:17][CH:16]=[CH:15][CH:14]=2)=[N:7][O:8][C:9]=1[C:10]1[O:12][N:22]=[C:21]([C:23]2[CH:24]=[CH:25][C:26]([CH2:27][N:28]3[CH2:29][CH:30]([C:32]([O:34][C:35]([CH3:36])([CH3:38])[CH3:37])=[O:33])[CH2:31]3)=[CH:39][CH:40]=2)[N:20]=1)=[O:4]. The catalyst class is: 3. (2) Reactant: [F:1][C:2]([F:34])([F:33])[C:3]1[N:8]=[CH:7][C:6]([C@H:9]([NH:12][C:13]([C:15]2[C:16](Br)=[C:17]([C:24]([N:26]3[CH2:30][CH2:29][CH2:28][C@@H:27]3[CH3:31])=[O:25])[N:18]3[CH2:23][CH2:22][O:21][CH2:20][C:19]=23)=[O:14])[CH2:10][CH3:11])=[CH:5][CH:4]=1.[CH3:35][Sn](C)(C)C. Product: [F:1][C:2]([F:34])([F:33])[C:3]1[N:8]=[CH:7][C:6]([C@H:9]([NH:12][C:13]([C:15]2[C:16]([CH3:35])=[C:17]([C:24]([N:26]3[CH2:30][CH2:29][CH2:28][C@@H:27]3[CH3:31])=[O:25])[N:18]3[CH2:23][CH2:22][O:21][CH2:20][C:19]=23)=[O:14])[CH2:10][CH3:11])=[CH:5][CH:4]=1. The catalyst class is: 9. (3) The catalyst class is: 100. Reactant: [NH:1]1[CH2:6][CH2:5][CH:4]([CH2:7][CH2:8][O:9][C:10]2[CH:19]=[C:18]3[C:13]([C:14](=[O:28])[N:15]([CH2:20][O:21][C:22](=[O:27])[C:23]([CH3:26])([CH3:25])[CH3:24])[CH:16]=[N:17]3)=[CH:12][C:11]=2[O:29][CH3:30])[CH2:3][CH2:2]1.C=O.[C:33](O)(=O)C.C(O)(=O)C.C(O)(=O)C.C(O)(=O)C.[BH4-].[Na+]. Product: [CH3:33][N:1]1[CH2:6][CH2:5][CH:4]([CH2:7][CH2:8][O:9][C:10]2[CH:19]=[C:18]3[C:13]([C:14](=[O:28])[N:15]([CH2:20][O:21][C:22](=[O:27])[C:23]([CH3:26])([CH3:24])[CH3:25])[CH:16]=[N:17]3)=[CH:12][C:11]=2[O:29][CH3:30])[CH2:3][CH2:2]1. (4) Reactant: S([O-])([O-])(=O)=O.[Mg+2].[CH3:7][CH:8]([CH3:24])[CH2:9][NH:10][C:11]1[C:20]2[C:15](=[CH:16][CH:17]=[CH:18][N:19]=2)[N:14]=[CH:13][C:12]=1[N+:21]([O-])=O.[H][H]. Product: [CH3:7][CH:8]([CH3:24])[CH2:9][NH:10][C:11]1[C:20]2[C:15](=[CH:16][CH:17]=[CH:18][N:19]=2)[N:14]=[CH:13][C:12]=1[NH2:21]. The catalyst class is: 612. (5) The catalyst class is: 556. Reactant: C1C=CC2N(O)N=NC=2C=1.CCN=C=NCCCN(C)C.[CH3:22][C:23]1[NH:24][CH:25]=[C:26]([C:28]([OH:30])=O)[N:27]=1.[OH:31][CH2:32][CH2:33][NH:34][CH:35]1[CH2:40][CH2:39][N:38]([C:41]([O:43][C:44]([CH3:47])([CH3:46])[CH3:45])=[O:42])[CH2:37][CH2:36]1. Product: [OH:31][CH2:32][CH2:33][N:34]([C:28]([C:26]1[N:27]=[C:23]([CH3:22])[NH:24][CH:25]=1)=[O:30])[CH:35]1[CH2:40][CH2:39][N:38]([C:41]([O:43][C:44]([CH3:47])([CH3:46])[CH3:45])=[O:42])[CH2:37][CH2:36]1. (6) The catalyst class is: 159. Product: [I:1][C:2]1[CH:11]=[CH:10][CH:9]=[C:8]2[C:3]=1[C:4](=[O:5])[NH:17][CH2:12]2. Reactant: [I:1][C:2]1[CH:11]=[CH:10][CH:9]=[C:8]([CH3:12])[C:3]=1[C:4](OC)=[O:5].C1C(=O)[N:17](Br)C(=O)C1.C(OOC(=O)C1C=CC=CC=1)(=O)C1C=CC=CC=1.